This data is from Reaction yield outcomes from USPTO patents with 853,638 reactions. The task is: Predict the reaction yield, written as a fraction of the theoretical maximum amount of product (1.0 means a 100% yield; for example, 0.34 means a 34% yield). (1) The reactants are Br[C:2]1[CH:7]=[CH:6][CH:5]=[C:4]([Br:8])[CH:3]=1.[CH3:9][N:10]1[CH2:15][CH2:14][NH:13][CH2:12][CH2:11]1.C1CCN2C(=NCCC2)CC1.CC(C)([O-])C.[Na+].N1CCNCC1. The catalyst is C1C=CC(/C=C/C(/C=C/C2C=CC=CC=2)=O)=CC=1.C1C=CC(/C=C/C(/C=C/C2C=CC=CC=2)=O)=CC=1.C1C=CC(/C=C/C(/C=C/C2C=CC=CC=2)=O)=CC=1.[Pd].[Pd].C1C=CC(P(C2C(C3C(P(C4C=CC=CC=4)C4C=CC=CC=4)=CC=C4C=3C=CC=C4)=C3C(C=CC=C3)=CC=2)C2C=CC=CC=2)=CC=1.C1(C)C=CC=CC=1. The product is [Br:8][C:4]1[CH:3]=[C:2]([N:13]2[CH2:14][CH2:15][N:10]([CH3:9])[CH2:11][CH2:12]2)[CH:7]=[CH:6][CH:5]=1. The yield is 0.780. (2) The yield is 0.997. The catalyst is CN(C=O)C. The product is [F:1][CH2:2][CH2:3][CH2:4][N:14]1[C:10](=[O:20])[C:11]2[C:12](=[CH:16][CH:17]=[CH:18][CH:19]=2)[C:13]1=[O:15]. The reactants are [F:1][CH2:2][CH2:3][CH2:4]OS(C)(=O)=O.[C:10]1(=[O:20])[NH:14][C:13](=[O:15])[C:12]2=[CH:16][CH:17]=[CH:18][CH:19]=[C:11]12.[K].O. (3) The reactants are [Br-].[Br-].[Br-].C1([N+](C)(C)C)C=CC=CC=1.C1([N+](C)(C)C)C=CC=CC=1.C1([N+](C)(C)C)C=CC=CC=1.[F:34][C:35]([F:50])([F:49])[C:36]1[CH:37]=[C:38]([C:46](=O)[CH3:47])[CH:39]=[C:40]([C:42]([F:45])([F:44])[F:43])[CH:41]=1.S([O-])([O-])(=O)=O.[Na+].[Na+].[NH2:58][C:59]([NH2:61])=[S:60].C(=O)([O-])O.[Na+]. The catalyst is O1CCCC1.C(O)C.O. The product is [NH2:61][C:59]1[S:60][CH:47]=[C:46]([C:38]2[CH:37]=[C:36]([C:35]([F:50])([F:49])[F:34])[CH:41]=[C:40]([C:42]([F:45])([F:44])[F:43])[CH:39]=2)[N:58]=1. The yield is 0.833. (4) The reactants are [Cl:1][C:2]1[CH:7]=[CH:6][C:5]([N:8]2[C:12]([CH:13]([CH3:15])[CH3:14])=[C:11]([NH:16][C:17](=[O:34])[CH:18]([N:22]3[C:26]([CH:27]=[CH2:28])=[C:25]([C:29]([F:32])([F:31])[F:30])[N:24]=[C:23]3[CH3:33])[CH2:19]C=C)[CH:10]=[N:9]2)=[CH:4][CH:3]=1. The catalyst is C1CCC(P(C2CCCCC2)C2CCCCC2)CC1.C1CCC(P(C2CCCCC2)C2CCCCC2)CC1.C1C=CC(C=[Ru](Cl)Cl)=CC=1.C(Cl)Cl. The product is [Cl:1][C:2]1[CH:7]=[CH:6][C:5]([N:8]2[C:12]([CH:13]([CH3:15])[CH3:14])=[C:11]([NH:16][C:17]([CH:18]3[N:22]4[C:23]([CH3:33])=[N:24][C:25]([C:29]([F:30])([F:32])[F:31])=[C:26]4[CH:27]=[CH:28][CH2:19]3)=[O:34])[CH:10]=[N:9]2)=[CH:4][CH:3]=1. The yield is 0.220.